This data is from Full USPTO retrosynthesis dataset with 1.9M reactions from patents (1976-2016). The task is: Predict the reactants needed to synthesize the given product. (1) Given the product [Cl:1][C:2]1[CH:7]=[CH:6][C:5]([C:8]2[N:12]([CH2:13][C@H:14]([OH:19])[C:15]([F:17])([F:16])[F:18])[C:11](=[O:20])[N:10]([CH2:21][C:22]([NH:24][C@@:25]([C:36]3[CH:41]=[CH:40][CH:39]=[C:38]([C:42]([F:43])([F:45])[F:44])[CH:37]=3)([CH3:35])[C:26]([NH:28][C:29]([CH3:30])([C:31]([NH2:56])=[O:33])[CH3:34])=[O:27])=[O:23])[N:9]=2)=[CH:4][CH:3]=1, predict the reactants needed to synthesize it. The reactants are: [Cl:1][C:2]1[CH:7]=[CH:6][C:5]([C:8]2[N:12]([CH2:13][C@H:14]([OH:19])[C:15]([F:18])([F:17])[F:16])[C:11](=[O:20])[N:10]([CH2:21][C:22]([NH:24][C@@:25]([C:36]3[CH:41]=[CH:40][CH:39]=[C:38]([C:42]([F:45])([F:44])[F:43])[CH:37]=3)([CH3:35])[C:26]([NH:28][C:29]([CH3:34])([C:31]([OH:33])=O)[CH3:30])=[O:27])=[O:23])[N:9]=2)=[CH:4][CH:3]=1.C(Cl)CCl.C1C=CC2N(O)N=[N:56]C=2C=1.N. (2) Given the product [CH2:15]=[C:1]1[CH2:6][CH2:5][C:4]2([O:25][CH2:22][CH2:21]2)[CH2:3][CH2:2]1, predict the reactants needed to synthesize it. The reactants are: [C:1]1([CH3:15])[CH:6]=[CH:5][C:4](S(N=S(C)(C)=O)(=O)=O)=[CH:3][CH:2]=1.[H-].[Na+].C=C1CC[C:22](=[O:25])[CH2:21]C1. (3) The reactants are: F[C:2]1[N:7]=[C:6]([NH:8][C:9]2[S:10][CH:11]=[C:12]([C:14]3[CH:19]=[CH:18][C:17]([C:20]4[CH:25]=[CH:24][CH:23]=[CH:22][CH:21]=4)=[CH:16][CH:15]=3)[N:13]=2)[CH:5]=[CH:4][CH:3]=1.O.[CH3:27][N:28]1[CH2:33][CH2:32][NH:31][CH2:30][CH2:29]1. Given the product [CH3:27][N:28]1[CH2:33][CH2:32][N:31]([C:2]2[N:7]=[C:6]([NH:8][C:9]3[S:10][CH:11]=[C:12]([C:14]4[CH:19]=[CH:18][C:17]([C:20]5[CH:25]=[CH:24][CH:23]=[CH:22][CH:21]=5)=[CH:16][CH:15]=4)[N:13]=3)[CH:5]=[CH:4][CH:3]=2)[CH2:30][CH2:29]1, predict the reactants needed to synthesize it. (4) Given the product [N+:6]([C:9]1[CH:14]=[CH:13][C:12]([O:15][C@H:20]2[CH:19]=[CH:5][C:1]3[C:2](=[CH:5][CH:1]=[CH:2][CH:3]=3)[C@@H:3]2[OH:4])=[CH:11][CH:10]=1)([O-:8])=[O:7], predict the reactants needed to synthesize it. The reactants are: [CH2:1]1[CH2:5][O:4][CH2:3][CH2:2]1.[N+:6]([C:9]1[CH:14]=[CH:13][C:12]([OH:15])=[CH:11][CH:10]=1)([O-:8])=[O:7].C(O[CH2:19][CH3:20])C.